From a dataset of Catalyst prediction with 721,799 reactions and 888 catalyst types from USPTO. Predict which catalyst facilitates the given reaction. (1) Reactant: [F:1][C:2]1[CH:3]=[C:4]([CH:7]=[C:8]([F:12])[C:9]=1[S:10][CH3:11])[CH:5]=[O:6].[BH4-].[Na+].Cl.O. Product: [F:12][C:8]1[CH:7]=[C:4]([CH2:5][OH:6])[CH:3]=[C:2]([F:1])[C:9]=1[S:10][CH3:11]. The catalyst class is: 1. (2) Reactant: O[CH:2]([C:4]1[O:5][C:6](=[O:29])[C:7]2[C:12]([C:13]=1[C:14]1[CH:19]=[CH:18][CH:17]=[C:16]([S:20]([N:23]3[CH2:28][CH2:27][O:26][CH2:25][CH2:24]3)(=[O:22])=[O:21])[CH:15]=1)=[CH:11][CH:10]=[CH:9][CH:8]=2)[CH3:3].P(Br)(Br)[Br:31].CN(C=O)C. Product: [Br:31][CH:2]([C:4]1[O:5][C:6](=[O:29])[C:7]2[C:12]([C:13]=1[C:14]1[CH:19]=[CH:18][CH:17]=[C:16]([S:20]([N:23]3[CH2:28][CH2:27][O:26][CH2:25][CH2:24]3)(=[O:22])=[O:21])[CH:15]=1)=[CH:11][CH:10]=[CH:9][CH:8]=2)[CH3:3]. The catalyst class is: 2. (3) Reactant: [CH3:1][C:2]1[C:3]([N+:11]([O-:13])=[O:12])=[C:4]([CH:8]=[CH:9][CH:10]=1)[C:5]([OH:7])=O.C(N(CC)CC)C.ClC(OCC)=O.[CH:27]([NH2:30])([CH3:29])[CH3:28]. Product: [CH3:1][C:2]1[C:3]([N+:11]([O-:13])=[O:12])=[C:4]([CH:8]=[CH:9][CH:10]=1)[C:5]([NH:30][CH:27]([CH3:29])[CH3:28])=[O:7]. The catalyst class is: 34. (4) Reactant: C([O:8][C:9]1[CH:36]=[CH:35][C:12]2[NH:13][C:14]([C:19]3[C:20](=[O:34])[C:21]([CH3:33])([CH2:30][CH2:31][CH3:32])[C:22]4[C:27]([C:28]=3[OH:29])=[CH:26][CH:25]=[CH:24][CH:23]=4)=[N:15][S:16](=[O:18])(=[O:17])[C:11]=2[CH:10]=1)C1C=CC=CC=1. Product: [OH:29][C:28]1[C:27]2[C:22](=[CH:23][CH:24]=[CH:25][CH:26]=2)[C:21]([CH3:33])([CH2:30][CH2:31][CH3:32])[C:20](=[O:34])[C:19]=1[C:14]1[NH:13][C:12]2[CH:35]=[CH:36][C:9]([OH:8])=[CH:10][C:11]=2[S:16](=[O:17])(=[O:18])[N:15]=1. The catalyst class is: 312. (5) Reactant: [O:1]=[C:2]([C:6]1[CH:11]=[CH:10][CH:9]=[CH:8][CH:7]=1)[CH2:3][C:4]#[N:5].[O:12]1[C:17]2[CH:18]=[CH:19][C:20]([NH2:22])=[CH:21][C:16]=2[O:15][CH2:14][CH2:13]1. Product: [O:12]1[C:17]2[CH:18]=[CH:19][C:20]([NH:22][C:4](=[NH:5])[CH2:3][C:2](=[O:1])[C:6]3[CH:7]=[CH:8][CH:9]=[CH:10][CH:11]=3)=[CH:21][C:16]=2[O:15][CH2:14][CH2:13]1. The catalyst class is: 8. (6) Reactant: [C:1]1([C:7]2[CH:12]=[CH:11][CH:10]=[CH:9][C:8]=2[OH:13])[CH:6]=[CH:5][CH:4]=[CH:3][CH:2]=1.C(N(CC)CC)C.[C:21](Cl)(=[O:28])[C:22]1[CH:27]=[CH:26][CH:25]=[CH:24][CH:23]=1. Product: [C:21]([O:13][C:8]1[CH:9]=[CH:10][CH:11]=[CH:12][C:7]=1[C:1]1[CH:2]=[CH:3][CH:4]=[CH:5][CH:6]=1)(=[O:28])[C:22]1[CH:27]=[CH:26][CH:25]=[CH:24][CH:23]=1. The catalyst class is: 11. (7) Reactant: [F:1][CH:2]([F:35])[C:3]1[CH:8]=[CH:7][N:6]=[C:5]([NH:9][C:10]2[N:15]=[C:14]([C:16]3[CH:17]=[N:18][C:19]([C@@:22]([C@H:25]4[CH2:30][CH2:29][C@H:28]([C:31]([OH:33])=[O:32])[CH2:27][CH2:26]4)([OH:24])[CH3:23])=[CH:20][CH:21]=3)[CH:13]=[C:12]([CH3:34])[CH:11]=2)[CH:4]=1.[I-].[Na+].C(=O)([O-])[O-].[K+].[K+].[CH3:44][N:45]1[CH:49]=[C:48]([C:50]([O:52][CH:53](Cl)[CH3:54])=[O:51])[CH:47]=[N:46]1. Product: [CH3:44][N:45]1[CH:49]=[C:48]([C:50]([O:52][CH:53]([O:32][C:31]([C@H:28]2[CH2:29][CH2:30][C@H:25]([C@:22]([C:19]3[N:18]=[CH:17][C:16]([C:14]4[CH:13]=[C:12]([CH3:34])[CH:11]=[C:10]([NH:9][C:5]5[CH:4]=[C:3]([CH:2]([F:1])[F:35])[CH:8]=[CH:7][N:6]=5)[N:15]=4)=[CH:21][CH:20]=3)([OH:24])[CH3:23])[CH2:26][CH2:27]2)=[O:33])[CH3:54])=[O:51])[CH:47]=[N:46]1. The catalyst class is: 248.